This data is from Full USPTO retrosynthesis dataset with 1.9M reactions from patents (1976-2016). The task is: Predict the reactants needed to synthesize the given product. Given the product [CH:1]1([C:9](=[O:12])[CH2:10][CH3:11])[CH2:8][CH2:7][CH2:6][CH2:5][CH:4]=[CH:3][CH2:2]1, predict the reactants needed to synthesize it. The reactants are: [CH:1]1[CH2:8][CH2:7][CH2:6][CH2:5][CH2:4][CH2:3][CH:2]=1.[C:9](O[C:9](=[O:12])[CH2:10][CH3:11])(=[O:12])[CH2:10][CH3:11].